This data is from Reaction yield outcomes from USPTO patents with 853,638 reactions. The task is: Predict the reaction yield, written as a fraction of the theoretical maximum amount of product (1.0 means a 100% yield; for example, 0.34 means a 34% yield). (1) The reactants are [O:1]1[C:10]2[CH:9]=[C:8]([CH2:11][NH:12][C:13]3([C:26]([OH:28])=O)[CH2:18][CH2:17][N:16]([C:19]([O:21][C:22]([CH3:25])([CH3:24])[CH3:23])=[O:20])[CH2:15][CH2:14]3)[N:7]=[CH:6][C:5]=2[O:4][CH2:3][CH2:2]1.O[N:30]1[C:34]2C=CC=CC=2N=N1.CN. The catalyst is CN(C=O)C.C(Cl)CCl.C(N(CC)CC)C. The product is [O:1]1[C:10]2[CH:9]=[C:8]([CH2:11][NH:12][C:13]3([C:26]([NH:30][CH3:34])=[O:28])[CH2:18][CH2:17][N:16]([C:19]([O:21][C:22]([CH3:24])([CH3:25])[CH3:23])=[O:20])[CH2:15][CH2:14]3)[N:7]=[CH:6][C:5]=2[O:4][CH2:3][CH2:2]1. The yield is 0.890. (2) The reactants are [NH2:1][C:2]1[NH:6][N:5]=[CH:4][C:3]=1[C:7]#[N:8].[CH3:9][O:10][C:11]1[CH:18]=[C:17]([O:19][CH3:20])[CH:16]=[CH:15][C:12]=1[CH:13]=O.[CH:21]1([N+:27]#[C-:28])[CH2:26][CH2:25][CH2:24][CH2:23][CH2:22]1.Cl(O)(=O)(=O)=O. The catalyst is CO. The product is [CH:21]1([NH:27][C:28]2[N:6]3[N:5]=[CH:4][C:3]([C:7]#[N:8])=[C:2]3[NH:1][C:13]=2[C:12]2[CH:15]=[CH:16][C:17]([O:19][CH3:20])=[CH:18][C:11]=2[O:10][CH3:9])[CH2:26][CH2:25][CH2:24][CH2:23][CH2:22]1. The yield is 0.300. (3) The reactants are Br[C:2]1[CH:7]=[CH:6][C:5]([Br:8])=[CH:4][CH:3]=1.[CH:9]1[C:21]2[NH:20][C:19]3[C:14](=[CH:15][CH:16]=[CH:17][CH:18]=3)[C:13]=2[CH:12]=[CH:11][CH:10]=1.C(=O)([O-])[O-].[K+].[K+].C1OCCOCCOCCOCCOCCOC1. The catalyst is [Cu]I.C1(C)C=CC=CC=1.CN1C(=O)N(C)CCC1. The product is [Br:8][C:5]1[CH:6]=[CH:7][C:2]([N:20]2[C:21]3[CH:9]=[CH:10][CH:11]=[CH:12][C:13]=3[C:14]3[C:19]2=[CH:18][CH:17]=[CH:16][CH:15]=3)=[CH:3][CH:4]=1. The yield is 0.350. (4) The reactants are [C:1]([O:5][C:6]([N:8]1[CH2:13][CH2:12][C:11](=O)[C:10](=[CH:15]N(C)C)[CH2:9]1)=[O:7])([CH3:4])([CH3:3])[CH3:2].O.Cl.[C:21]([NH2:29])(=[NH:28])[C:22]1[CH:27]=[CH:26][CH:25]=[CH:24][CH:23]=1.[Na].[O-]CC. The catalyst is C(O)C. The product is [C:1]([O:5][C:6]([N:8]1[CH2:13][CH2:12][C:11]2[N:28]=[C:21]([C:22]3[CH:27]=[CH:26][CH:25]=[CH:24][CH:23]=3)[N:29]=[CH:15][C:10]=2[CH2:9]1)=[O:7])([CH3:4])([CH3:2])[CH3:3]. The yield is 0.490. (5) The reactants are [CH3:1][NH2:2].[CH2:3]([O:10][C:11]([N:13]1[CH2:17][CH2:16][CH:15]([S:18](Cl)(=[O:20])=[O:19])[CH2:14]1)=[O:12])[C:4]1[CH:9]=[CH:8][CH:7]=[CH:6][CH:5]=1.O. The catalyst is C1COCC1. The product is [CH3:1][NH:2][S:18]([CH:15]1[CH2:16][CH2:17][N:13]([C:11]([O:10][CH2:3][C:4]2[CH:9]=[CH:8][CH:7]=[CH:6][CH:5]=2)=[O:12])[CH2:14]1)(=[O:20])=[O:19]. The yield is 0.690. (6) The reactants are CC1C=CC(S(O[CH2:12][CH:13]2[O:21][C@H:20]3[C@@H:16]([N:17]=[C:18]([N:22]([CH2:30][CH3:31])[C:23]([O:25][C:26]([CH3:29])([CH3:28])[CH3:27])=[O:24])[S:19]3)[C@@H:15]([OH:32])[C@@H:14]2[OH:33])(=O)=O)=CC=1.[CH:34]([NH2:37])([CH3:36])[CH3:35]. No catalyst specified. The product is [CH2:30]([N:22]([C:18]1[S:19][C@H:20]2[O:21][C@H:13]([CH2:12][NH:37][CH:34]([CH3:36])[CH3:35])[C@@H:14]([OH:33])[C@H:15]([OH:32])[C@H:16]2[N:17]=1)[C:23](=[O:24])[O:25][C:26]([CH3:29])([CH3:27])[CH3:28])[CH3:31]. The yield is 0.425. (7) The reactants are [CH2:1]([O:8][C:9]1[CH:36]=[CH:35][C:12]([CH2:13][N:14]([CH2:27][CH2:28][C:29]2[CH:34]=[CH:33][CH:32]=[CH:31][N:30]=2)[C:15](=[O:26])[CH2:16][CH2:17][CH2:18][CH2:19][C:20]2[CH:25]=[CH:24][CH:23]=[CH:22][CH:21]=2)=[CH:11][C:10]=1[CH2:37][OH:38])[C:2]1[CH:7]=[CH:6][CH:5]=[CH:4][CH:3]=1.CCN(CC)CC.[CH3:46][S:47](Cl)(=[O:49])=[O:48]. The catalyst is C(Cl)Cl. The product is [CH2:1]([O:8][C:9]1[CH:36]=[CH:35][C:12]([CH2:13][N:14]([CH2:27][CH2:28][C:29]2[CH:34]=[CH:33][CH:32]=[CH:31][N:30]=2)[C:15](=[O:26])[CH2:16][CH2:17][CH2:18][CH2:19][C:20]2[CH:21]=[CH:22][CH:23]=[CH:24][CH:25]=2)=[CH:11][C:10]=1[CH2:37][O:38][S:47]([CH3:46])(=[O:49])=[O:48])[C:2]1[CH:7]=[CH:6][CH:5]=[CH:4][CH:3]=1. The yield is 0.100.